From a dataset of Reaction yield outcomes from USPTO patents with 853,638 reactions. Predict the reaction yield, written as a fraction of the theoretical maximum amount of product (1.0 means a 100% yield; for example, 0.34 means a 34% yield). (1) The reactants are [C:1]([C:4]1[C:5]([CH:15]2[CH2:18][CH2:17][CH2:16]2)=[CH:6][C:7]([CH3:14])=[C:8]([CH:13]=1)[C:9]([O:11][CH3:12])=[O:10])(=[S:3])[NH2:2].I[CH3:20]. The catalyst is C1COCC1. The product is [CH:15]1([C:5]2[C:4]([C:1](=[NH:2])[S:3][CH3:20])=[CH:13][C:8]([C:9]([O:11][CH3:12])=[O:10])=[C:7]([CH3:14])[CH:6]=2)[CH2:16][CH2:17][CH2:18]1. The yield is 0.890. (2) The reactants are [F:1][C:2]1[CH:3]=[C:4]([CH:10]2[CH2:14][CH2:13][CH2:12][C:11]2=[O:15])[CH:5]=[C:6]([F:9])[C:7]=1[F:8].[C:16](Cl)([N:18]=[C:19]=[O:20])=[O:17]. The catalyst is C(OCC)(=O)C. The product is [F:1][C:2]1[CH:3]=[C:4]([CH:10]2[C:11]3[O:15][C:19](=[O:20])[NH:18][C:16](=[O:17])[C:12]=3[CH2:13][CH2:14]2)[CH:5]=[C:6]([F:9])[C:7]=1[F:8]. The yield is 0.464. (3) The reactants are [OH:1][C:2]1[CH:7]=[CH:6][C:5]([N:8]2[C:13](=[O:14])[C:12]([CH2:15][C:16]3[CH:21]=[CH:20][C:19]([C:22]4[C:23]([C:28]#[N:29])=[CH:24][CH:25]=[CH:26][CH:27]=4)=[CH:18][CH:17]=3)=[C:11]([CH2:30][CH2:31][CH3:32])[N:10]=[C:9]2[CH3:33])=[CH:4][CH:3]=1.[CH:34]12[O:40][CH:35]1[CH2:36][CH2:37][CH2:38][CH2:39]2.C(=O)([O-])[O-].[Cs+].[Cs+].C(OCC)(=O)C. The catalyst is CN(C)C=O.O. The product is [OH:40][C@H:35]1[CH2:36][CH2:37][CH2:38][CH2:39][C@@H:34]1[O:1][C:2]1[CH:3]=[CH:4][C:5]([N:8]2[C:13](=[O:14])[C:12]([CH2:15][C:16]3[CH:21]=[CH:20][C:19]([C:22]4[C:23]([C:28]#[N:29])=[CH:24][CH:25]=[CH:26][CH:27]=4)=[CH:18][CH:17]=3)=[C:11]([CH2:30][CH2:31][CH3:32])[N:10]=[C:9]2[CH3:33])=[CH:6][CH:7]=1. The yield is 0.760. (4) The reactants are [Cl:1][C:2]1[CH:7]=[C:6]([NH2:8])[CH:5]=[CH:4][N:3]=1.F[C:10]1[CH:15]=[CH:14][C:13]([N+:16]([O-:18])=[O:17])=[CH:12][C:11]=1[F:19].C([O-])([O-])=O.[Cs+].[Cs+].CN(C=O)C. The catalyst is O. The product is [Cl:1][C:2]1[CH:7]=[C:6]([NH:8][C:10]2[CH:15]=[CH:14][C:13]([N+:16]([O-:18])=[O:17])=[CH:12][C:11]=2[F:19])[CH:5]=[CH:4][N:3]=1. The yield is 0.270. (5) The reactants are C[Si]([C:5]#[N:6])(C)C.[CH2:7]([NH:14][CH2:15][C:16]([OH:18])=[O:17])[C:8]1[CH:13]=[CH:12][CH:11]=[CH:10][CH:9]=1.[CH:19](=O)[CH3:20].C(Cl)[Cl:23]. No catalyst specified. The product is [ClH:23].[CH2:7]([N:14]([CH:19]([C:5]#[N:6])[CH3:20])[CH2:15][C:16]([OH:18])=[O:17])[C:8]1[CH:13]=[CH:12][CH:11]=[CH:10][CH:9]=1. The yield is 1.00.